From a dataset of Full USPTO retrosynthesis dataset with 1.9M reactions from patents (1976-2016). Predict the reactants needed to synthesize the given product. (1) Given the product [NH2:1][C:2]1[N:3]([CH3:25])[C:4](=[O:24])[C:5]([C:7]2[CH:12]=[CH:11][CH:10]=[C:9]([O:13][CH2:29][CH2:28][CH:27]=[CH2:26])[CH:8]=2)([C:14]2[CH:19]=[CH:18][C:17]([O:20][CH:21]([F:22])[F:23])=[CH:16][CH:15]=2)[N:6]=1, predict the reactants needed to synthesize it. The reactants are: [NH2:1][C:2]1[N:3]([CH3:25])[C:4](=[O:24])[C:5]([C:14]2[CH:19]=[CH:18][C:17]([O:20][CH:21]([F:23])[F:22])=[CH:16][CH:15]=2)([C:7]2[CH:12]=[CH:11][CH:10]=[C:9]([OH:13])[CH:8]=2)[N:6]=1.[CH2:26](O)[CH2:27][CH:28]=[CH2:29].C1C=CC(P(C2C=CC=CC=2)C2C=CC=CC=2)=CC=1.CCOC(/N=N/C(OCC)=O)=O. (2) Given the product [C:7]([CH:9]=[C:23]1[CH2:24][C:21]([CH2:20][O:19][CH3:18])([C:26]#[N:27])[CH2:22]1)#[N:8], predict the reactants needed to synthesize it. The reactants are: CC(C)([O-])C.[K+].[C:7]([CH2:9]P(=O)(OCC)OCC)#[N:8].[CH3:18][O:19][CH2:20][C:21]1([C:26]#[N:27])[CH2:24][C:23](=O)[CH2:22]1. (3) Given the product [F:18][C:19]1[CH:20]=[C:21]2[C:25](=[CH:26][CH:27]=1)[NH:24][C:23]([CH3:28])=[C:22]2[C:6]1[C:11]2[CH:12]=[CH:13][CH:14]=[CH:15][C:10]=2[S:9](=[O:17])(=[O:16])[NH:8][N:7]=1, predict the reactants needed to synthesize it. The reactants are: [Al+3].[Cl-].[Cl-].[Cl-].Cl[C:6]1[C:11]2[CH:12]=[CH:13][CH:14]=[CH:15][C:10]=2[S:9](=[O:17])(=[O:16])[NH:8][N:7]=1.[F:18][C:19]1[CH:20]=[C:21]2[C:25](=[CH:26][CH:27]=1)[NH:24][C:23]([CH3:28])=[CH:22]2. (4) Given the product [C:1]([O:4][C:5]1[CH:6]=[C:7]([CH2:14][C:15]([Cl:21])=[O:17])[CH:8]=[CH:9][C:10]=1[N+:11]([O-:13])=[O:12])(=[O:3])[CH3:2], predict the reactants needed to synthesize it. The reactants are: [C:1]([O:4][C:5]1[CH:6]=[C:7]([CH2:14][C:15]([OH:17])=O)[CH:8]=[CH:9][C:10]=1[N+:11]([O-:13])=[O:12])(=[O:3])[CH3:2].C(Cl)(=O)C([Cl:21])=O.